From a dataset of Full USPTO retrosynthesis dataset with 1.9M reactions from patents (1976-2016). Predict the reactants needed to synthesize the given product. (1) Given the product [CH3:15][N:16]([CH3:17])[C:12]([C:10]1[S:9][C:5]2[N:6]=[CH:7][N:8]=[C:3]([S:2][CH3:1])[C:4]=2[N:11]=1)=[O:14], predict the reactants needed to synthesize it. The reactants are: [CH3:1][S:2][C:3]1[C:4]2[N:11]=[C:10]([C:12]([OH:14])=O)[S:9][C:5]=2[N:6]=[CH:7][N:8]=1.[CH3:15][NH:16][CH3:17]. (2) Given the product [Cl:1][C:2]1[CH:19]=[CH:18][C:5]2[N:6]([CH3:23])[C:7](=[O:17])[CH2:8][N:9]=[C:10]([C:11]3[CH:16]=[CH:15][CH:14]=[CH:13][CH:12]=3)[C:4]=2[CH:3]=1, predict the reactants needed to synthesize it. The reactants are: [Cl:1][C:2]1[CH:19]=[CH:18][C:5]2[NH:6][C:7](=[O:17])[CH2:8][N:9]=[C:10]([C:11]3[CH:16]=[CH:15][CH:14]=[CH:13][CH:12]=3)[C:4]=2[CH:3]=1.[H-].[Na+].I[CH3:23].O. (3) Given the product [Br:3][C:4]1[CH:5]=[C:6]([N:10]([CH3:21])[C:11](=[O:20])[C:12]2[CH:17]=[CH:16][C:15]([F:18])=[CH:14][C:13]=2[F:19])[CH:7]=[N:8][CH:9]=1, predict the reactants needed to synthesize it. The reactants are: [H-].[Na+].[Br:3][C:4]1[CH:5]=[C:6]([NH:10][C:11](=[O:20])[C:12]2[CH:17]=[CH:16][C:15]([F:18])=[CH:14][C:13]=2[F:19])[CH:7]=[N:8][CH:9]=1.[CH3:21]I. (4) Given the product [CH2:9]([N:8]([CH2:11][CH3:12])[C:5]1[CH:6]=[CH:7][C:2]([B:18]([OH:23])[OH:19])=[CH:3][CH:4]=1)[CH3:10], predict the reactants needed to synthesize it. The reactants are: Br[C:2]1[CH:7]=[CH:6][C:5]([N:8]([CH2:11][CH3:12])[CH2:9][CH3:10])=[CH:4][CH:3]=1.C([Li])CCC.[B:18](OC(C)C)([O:23]C(C)C)[O:19]C(C)C. (5) Given the product [Br:18][C:14]1[N:13]=[C:12]([O:11][CH2:8][C:9]#[N:10])[CH:17]=[CH:16][CH:15]=1, predict the reactants needed to synthesize it. The reactants are: C(=O)([O-])[O-].[K+].[K+].Cl[CH2:8][C:9]#[N:10].[OH:11][C:12]1[CH:17]=[CH:16][CH:15]=[C:14]([Br:18])[N:13]=1. (6) Given the product [Cl:1][C:2]1[CH:3]=[C:4]([CH:12]([CH2:26][CH:27]2[CH2:31][CH2:30][CH2:29][CH2:28][O:34]2)[C:13]([NH:38][C:39]2[CH:43]=[CH:42][N:41]([CH2:44][C:45]([OH:47])([CH3:48])[CH3:46])[N:40]=2)=[O:14])[CH:5]=[CH:6][C:57]=1[Cl:59], predict the reactants needed to synthesize it. The reactants are: [Cl:1][C:2]1[CH:3]=[C:4]([C@@H:12]([CH2:26][CH:27]2[CH2:31][CH2:30][CH2:29][CH2:28]2)[C:13](NC2C=CN(CCC(O)=O)N=2)=[O:14])[CH:5]=[CH:6]C=1S(C)(=O)=O.C(Cl)(=O)C(Cl)=[O:34].[NH2:38][C:39]1[CH:43]=[CH:42][N:41]([CH2:44][C:45]([CH3:48])([OH:47])[CH3:46])[N:40]=1.N1C(C)=CC=CC=1C.[CH2:57]([Cl:59])Cl.